This data is from Forward reaction prediction with 1.9M reactions from USPTO patents (1976-2016). The task is: Predict the product of the given reaction. (1) Given the reactants [Cl:1][C:2]1[CH:7]=[CH:6][C:5]([C:8]2[N:12]([CH:13]([CH:24]3[CH2:29][CH2:28][CH2:27][CH2:26][CH2:25]3)[CH2:14][NH:15][C:16]3[CH:23]=[CH:22][C:19]([C:20]#[N:21])=[CH:18][CH:17]=3)[C:11]3[CH:30]=[C:31]([F:35])[C:32]([F:34])=[CH:33][C:10]=3[N:9]=2)=[CH:4][CH:3]=1.Cl.C(N(CC)CC)C.[N-:44]=[N+:45]=[N-:46].[Na+], predict the reaction product. The product is: [Cl:1][C:2]1[CH:3]=[CH:4][C:5]([C:8]2[N:12]([CH:13]([CH:24]3[CH2:29][CH2:28][CH2:27][CH2:26][CH2:25]3)[CH2:14][NH:15][C:16]3[CH:23]=[CH:22][C:19]([C:20]4[NH:46][N:45]=[N:44][N:21]=4)=[CH:18][CH:17]=3)[C:11]3[CH:30]=[C:31]([F:35])[C:32]([F:34])=[CH:33][C:10]=3[N:9]=2)=[CH:6][CH:7]=1. (2) Given the reactants [C:1]([O:5][C:6]([N:8]1[CH:13]([CH2:14][C:15]2[CH:19]=[CH:18][NH:17][N:16]=2)[CH2:12][CH:11]([N:20]([CH2:25][C:26]2[CH:31]=[C:30]([C:32]([F:35])([F:34])[F:33])[CH:29]=[C:28]([C:36]([F:39])([F:38])[F:37])[CH:27]=2)[C:21]([O:23][CH3:24])=[O:22])[CH2:10][CH:9]1[CH2:40][CH3:41])=[O:7])([CH3:4])([CH3:3])[CH3:2].C(=O)([O-])[O-].[K+].[K+].I[CH2:49][CH3:50].O, predict the reaction product. The product is: [C:1]([O:5][C:6]([N:8]1[CH:13]([CH2:14][C:15]2[CH:19]=[CH:18][N:17]([CH2:49][CH3:50])[N:16]=2)[CH2:12][CH:11]([N:20]([CH2:25][C:26]2[CH:31]=[C:30]([C:32]([F:35])([F:34])[F:33])[CH:29]=[C:28]([C:36]([F:38])([F:37])[F:39])[CH:27]=2)[C:21]([O:23][CH3:24])=[O:22])[CH2:10][CH:9]1[CH2:40][CH3:41])=[O:7])([CH3:4])([CH3:3])[CH3:2].